Dataset: Reaction yield outcomes from USPTO patents with 853,638 reactions. Task: Predict the reaction yield, written as a fraction of the theoretical maximum amount of product (1.0 means a 100% yield; for example, 0.34 means a 34% yield). The reactants are [CH3:1][C:2]1([CH3:32])[CH2:7][C:6](=[O:8])[CH2:5][C:4]([CH3:10])([CH3:9])[P:3]1[C:11]1[CH:16]=[CH:15][CH:14]=[CH:13][C:12]=1[C:17]1[C:22]([CH:23]([CH3:25])[CH3:24])=[CH:21][C:20]([CH:26]([CH3:28])[CH3:27])=[CH:19][C:18]=1[CH:29]([CH3:31])[CH3:30].O.C1(C)C=CC(S(O)(=O)=O)=CC=1.[CH2:45](O)[CH2:46][OH:47]. No catalyst specified. The product is [CH3:32][C:2]1([CH3:1])[P:3]([C:11]2[CH:16]=[CH:15][CH:14]=[CH:13][C:12]=2[C:17]2[C:22]([CH:23]([CH3:24])[CH3:25])=[CH:21][C:20]([CH:26]([CH3:28])[CH3:27])=[CH:19][C:18]=2[CH:29]([CH3:31])[CH3:30])[C:4]([CH3:9])([CH3:10])[CH2:5][C:6]2([O:47][CH2:46][CH2:45][O:8]2)[CH2:7]1. The yield is 0.820.